This data is from Full USPTO retrosynthesis dataset with 1.9M reactions from patents (1976-2016). The task is: Predict the reactants needed to synthesize the given product. (1) Given the product [Cl:15][C:13]1[CH:12]=[CH:11][C:8]([CH:9]=[O:10])=[C:7]([N:4]2[CH2:5][CH2:6][C@@H:2]([NH:1][S:17]([CH3:16])(=[O:19])=[O:18])[CH2:3]2)[CH:14]=1, predict the reactants needed to synthesize it. The reactants are: [NH2:1][C@@H:2]1[CH2:6][CH2:5][N:4]([C:7]2[CH:14]=[C:13]([Cl:15])[CH:12]=[CH:11][C:8]=2[CH:9]=[O:10])[CH2:3]1.[CH3:16][S:17](Cl)(=[O:19])=[O:18].C(Cl)Cl.C(N(CC)CC)C. (2) Given the product [CH3:1][O:2][C:3]1[CH:4]=[C:5]([CH:9]=[CH:10][C:11]=1[N+:12]([O-:14])=[O:13])[C:6]([O:8][CH2:19][CH3:20])=[O:7], predict the reactants needed to synthesize it. The reactants are: [CH3:1][O:2][C:3]1[CH:4]=[C:5]([CH:9]=[CH:10][C:11]=1[N+:12]([O-:14])=[O:13])[C:6]([OH:8])=[O:7].O=S(Cl)Cl.[CH3:19][CH2:20]O. (3) Given the product [Br:1][C:2]1[CH:7]=[CH:6][C:5]([NH:12][CH2:13][CH2:14][NH:15][C:16](=[O:22])[O:17][C:18]([CH3:20])([CH3:19])[CH3:21])=[C:4]([N+:9]([O-:11])=[O:10])[CH:3]=1, predict the reactants needed to synthesize it. The reactants are: [Br:1][C:2]1[CH:7]=[CH:6][C:5](F)=[C:4]([N+:9]([O-:11])=[O:10])[CH:3]=1.[NH2:12][CH2:13][CH2:14][NH:15][C:16](=[O:22])[O:17][C:18]([CH3:21])([CH3:20])[CH3:19]. (4) Given the product [CH:25]1([NH:30][CH2:2][CH2:3][C:4]([NH:6][C:7]2[CH:12]=[CH:11][C:10]([NH:13][C:14]([NH:16][C:17]3[CH:22]=[N:21][CH:20]=[CH:19][N:18]=3)=[O:15])=[C:9]([O:23][CH3:24])[CH:8]=2)=[O:5])[CH2:29][CH2:28][CH2:27][CH2:26]1, predict the reactants needed to synthesize it. The reactants are: Cl[CH2:2][CH2:3][C:4]([NH:6][C:7]1[CH:12]=[CH:11][C:10]([NH:13][C:14]([NH:16][C:17]2[CH:22]=[N:21][CH:20]=[CH:19][N:18]=2)=[O:15])=[C:9]([O:23][CH3:24])[CH:8]=1)=[O:5].[CH:25]1([NH2:30])[CH2:29][CH2:28][CH2:27][CH2:26]1. (5) Given the product [C:1]([O:5][C:6]([NH:8][C:9]1[N:10]=[CH:11][C:12]([C:15]2[N:19]([C:20]3[CH:21]=[N:22][C:23]([O:26][CH3:27])=[CH:24][CH:25]=3)[N:18]=[C:17]([C:28]([OH:30])=[O:29])[CH:16]=2)=[N:13][CH:14]=1)=[O:7])([CH3:4])([CH3:2])[CH3:3], predict the reactants needed to synthesize it. The reactants are: [C:1]([O:5][C:6]([NH:8][C:9]1[N:10]=[CH:11][C:12]([C:15]2[N:19]([C:20]3[CH:21]=[N:22][C:23]([O:26][CH3:27])=[CH:24][CH:25]=3)[N:18]=[C:17]([C:28]([O:30]CC)=[O:29])[CH:16]=2)=[N:13][CH:14]=1)=[O:7])([CH3:4])([CH3:3])[CH3:2].[OH-].[Na+].Cl.O.